From a dataset of Catalyst prediction with 721,799 reactions and 888 catalyst types from USPTO. Predict which catalyst facilitates the given reaction. (1) Reactant: [OH-].[Na+].[CH2:3]([O:5][C:6]1[CH:11]=[C:10]([CH2:12][N:13]2[CH2:16][C:15]3([CH2:20][C:19]([N:21]4[CH2:26][CH2:25][C:24]([CH3:32])([C:27]([O:29]CC)=[O:28])[CH2:23][CH2:22]4)=[N:18][O:17]3)[CH2:14]2)[CH:9]=[C:8]([CH2:33][CH3:34])[C:7]=1[C:35]1[CH:40]=[CH:39][C:38]([F:41])=[CH:37][CH:36]=1)[CH3:4].Cl. Product: [CH2:3]([O:5][C:6]1[CH:11]=[C:10]([CH2:12][N:13]2[CH2:16][C:15]3([CH2:20][C:19]([N:21]4[CH2:22][CH2:23][C:24]([CH3:32])([C:27]([OH:29])=[O:28])[CH2:25][CH2:26]4)=[N:18][O:17]3)[CH2:14]2)[CH:9]=[C:8]([CH2:33][CH3:34])[C:7]=1[C:35]1[CH:40]=[CH:39][C:38]([F:41])=[CH:37][CH:36]=1)[CH3:4]. The catalyst class is: 8. (2) Reactant: [Na+].[I-].[C:3]1([C:9]2[NH:13][N:12]=[N:11][N:10]=2)[CH:8]=[CH:7][CH:6]=[CH:5][CH:4]=1.C([O-])([O-])=O.[Cs+].[Cs+].[C:20]([N:28]1[CH2:31][C:30]([CH2:37]Cl)([C:32]([O:34]CC)=[O:33])[CH2:29]1)(=[O:27])[C:21]1[CH:26]=[CH:25][CH:24]=[CH:23][CH:22]=1.[Li+].[OH-].Cl. Product: [C:20]([N:28]1[CH2:29][C:30]([CH2:37][N:11]2[N:12]=[N:13][C:9]([C:3]3[CH:4]=[CH:5][CH:6]=[CH:7][CH:8]=3)=[N:10]2)([C:32]([OH:34])=[O:33])[CH2:31]1)(=[O:27])[C:21]1[CH:26]=[CH:25][CH:24]=[CH:23][CH:22]=1. The catalyst class is: 656. (3) Reactant: [C:1]([O:5][C:6](=[O:32])[C@@H:7]([NH:9][C:10]1[CH:31]=[CH:30][C:13]2[C:14]3[N:18]([CH2:19][CH2:20][O:21][C:12]=2[CH:11]=1)[CH:17]=[C:16]([C:22]1[N:23]([CH:27]([CH3:29])[CH3:28])[N:24]=[CH:25][N:26]=1)[N:15]=3)[CH3:8])([CH3:4])([CH3:3])[CH3:2].C=O.[C:35](O[BH-](OC(=O)C)OC(=O)C)(=O)C.[Na+]. Product: [C:1]([O:5][C:6](=[O:32])[C@@H:7]([N:9]([C:10]1[CH:31]=[CH:30][C:13]2[C:14]3[N:18]([CH2:19][CH2:20][O:21][C:12]=2[CH:11]=1)[CH:17]=[C:16]([C:22]1[N:23]([CH:27]([CH3:28])[CH3:29])[N:24]=[CH:25][N:26]=1)[N:15]=3)[CH3:35])[CH3:8])([CH3:3])([CH3:2])[CH3:4]. The catalyst class is: 26. (4) Reactant: CO[C:3]([C:5]1[C:6]([OH:28])=[C:7]2[C:12](=[CH:13][N:14]=1)[N:11]([CH2:15][CH:16]1[CH2:20][CH2:19][CH2:18][CH2:17]1)[C:10](=[O:21])[C:9]([C:22]1[CH:27]=[CH:26][CH:25]=[CH:24][CH:23]=1)=[CH:8]2)=[O:4].[NH2:29][CH2:30][CH2:31][C:32]([OH:34])=[O:33].C[O-].[Na+]. Product: [CH:16]1([CH2:15][N:11]2[C:12]3[C:7](=[C:6]([OH:28])[C:5]([C:3]([NH:29][CH2:30][CH2:31][C:32]([OH:34])=[O:33])=[O:4])=[N:14][CH:13]=3)[CH:8]=[C:9]([C:22]3[CH:27]=[CH:26][CH:25]=[CH:24][CH:23]=3)[C:10]2=[O:21])[CH2:20][CH2:19][CH2:18][CH2:17]1. The catalyst class is: 250. (5) Reactant: Cl[C:2]1[C:15]2[C:14](=[O:16])[C:13]3[C:8](=[C:9]([NH:17][CH2:18][CH2:19][N:20]([CH3:22])[CH3:21])[CH:10]=[CH:11][CH:12]=3)[C:7](=[O:23])[C:6]=2[CH:5]=[CH:4][CH:3]=1.[CH2:24]([CH2:26][NH2:27])[OH:25]. Product: [CH3:21][N:20]([CH3:22])[CH2:19][CH2:18][NH:17][C:9]1[C:8]2[C:7](=[O:23])[C:6]3[C:15](=[C:2]([NH:27][CH2:26][CH2:24][OH:25])[CH:3]=[CH:4][CH:5]=3)[C:14](=[O:16])[C:13]=2[CH:12]=[CH:11][CH:10]=1. The catalyst class is: 2.